This data is from Peptide-MHC class II binding affinity with 134,281 pairs from IEDB. The task is: Regression. Given a peptide amino acid sequence and an MHC pseudo amino acid sequence, predict their binding affinity value. This is MHC class II binding data. (1) The peptide sequence is ETKYFAATQFEPLAA. The MHC is HLA-DPA10103-DPB10401 with pseudo-sequence HLA-DPA10103-DPB10401. The binding affinity (normalized) is 0.872. (2) The peptide sequence is TIDGRGAEVHIGNGG. The MHC is HLA-DQA10301-DQB10302 with pseudo-sequence HLA-DQA10301-DQB10302. The binding affinity (normalized) is 0.0644.